Dataset: Reaction yield outcomes from USPTO patents with 853,638 reactions. Task: Predict the reaction yield, written as a fraction of the theoretical maximum amount of product (1.0 means a 100% yield; for example, 0.34 means a 34% yield). (1) The reactants are [Br:1][C:2]1[C:11]2[C:6](=[CH:7][CH:8]=[C:9]([O:12][CH3:13])[N:10]=2)[N:5]=[CH:4][C:3]=1[C:14]([OH:16])=[O:15].[C:17]([O-])([O-])=O.[K+].[K+].IC. The catalyst is CN(C=O)C. The product is [Br:1][C:2]1[C:11]2[C:6](=[CH:7][CH:8]=[C:9]([O:12][CH3:13])[N:10]=2)[N:5]=[CH:4][C:3]=1[C:14]([O:16][CH3:17])=[O:15]. The yield is 0.800. (2) The reactants are [N+:1]([C:4]1[CH:9]=[CH:8][C:7]([NH2:10])=[C:6]([NH2:11])[CH:5]=1)([O-:3])=[O:2].[C:12]1([CH:18]([C:22]2[CH:27]=[CH:26][CH:25]=[CH:24][CH:23]=2)[C:19](O)=O)[CH:17]=[CH:16][CH:15]=[CH:14][CH:13]=1. The catalyst is CCOC(C)=O. The product is [C:12]1([CH:18]([C:22]2[CH:23]=[CH:24][CH:25]=[CH:26][CH:27]=2)[C:19]2[NH:11][C:6]3[CH:5]=[C:4]([N+:1]([O-:3])=[O:2])[CH:9]=[CH:8][C:7]=3[N:10]=2)[CH:17]=[CH:16][CH:15]=[CH:14][CH:13]=1. The yield is 0.390. (3) The reactants are FC(F)(F)C(O)=O.[CH2:8]([N:14]([CH3:30])[C:15]([C@@H:17]1[CH2:21][C@@H:20]([OH:22])[CH2:19][N:18]1C(OC(C)(C)C)=O)=[O:16])[CH2:9][CH2:10][CH2:11][CH:12]=[CH2:13]. The catalyst is C(Cl)Cl. The product is [CH2:8]([N:14]([CH3:30])[C:15]([C@@H:17]1[CH2:21][C@@H:20]([OH:22])[CH2:19][NH:18]1)=[O:16])[CH2:9][CH2:10][CH2:11][CH:12]=[CH2:13]. The yield is 1.00. (4) The reactants are [CH2:1]([C:3]1[N:4]([C:28]2[CH:33]=[CH:32][C:31]([OH:34])=[CH:30][CH:29]=2)[C:5](=[O:27])[C:6]([CH2:12][C:13]2[CH:18]=[CH:17][C:16]([C:19]3[C:20]([C:25]#[N:26])=[CH:21][CH:22]=[CH:23][CH:24]=3)=[CH:15][CH:14]=2)=[C:7]([CH2:9][CH2:10][CH3:11])[N:8]=1)[CH3:2].[CH:35]12[O:40][CH:39]1[CH2:38][CH2:37][CH2:36]2.C(=O)([O-])[O-].[Cs+].[Cs+]. The catalyst is CN(C)C(=O)C. The product is [CH2:1]([C:3]1[N:4]([C:28]2[CH:33]=[CH:32][C:31]([O:34][CH:38]3[CH2:37][CH2:36][CH2:35][C@H:39]3[OH:40])=[CH:30][CH:29]=2)[C:5](=[O:27])[C:6]([CH2:12][C:13]2[CH:18]=[CH:17][C:16]([C:19]3[C:20]([C:25]#[N:26])=[CH:21][CH:22]=[CH:23][CH:24]=3)=[CH:15][CH:14]=2)=[C:7]([CH2:9][CH2:10][CH3:11])[N:8]=1)[CH3:2]. The yield is 0.500. (5) The reactants are [CH2:1]1[C@@H:5]2[C@@H:6]3[C:11](=[O:12])[O:10][C:8](=[O:9])[C@@H:7]3[C@H:2]1[CH:3]=[CH:4]2.C1(C)C=CC=CC=1.COC1C=CC2N=CC=C([C@H](O)[C@@H]3N4C[C@H](C=C)C(CC4)C3)C=2C=1.[CH3:44][OH:45]. The catalyst is C(Cl)(Cl)(Cl)Cl. The product is [CH3:44][O:45][C:11]([C@H:6]1[C@H:5]2[CH2:1][C@H:2]([CH:3]=[CH:4]2)[C@H:7]1[C:8]([OH:10])=[O:9])=[O:12]. The yield is 0.990. (6) The reactants are [F:1][C:2]([F:16])([F:15])[O:3][C:4]1[CH:5]=[CH:6][C:7]2[O:12][CH2:11][C:10](=[O:13])[NH:9][C:8]=2[CH:14]=1.[H-].[Na+].Br[CH2:20][C:21]([O:23][CH2:24][CH3:25])=[O:22].FC(F)(F)C(O)=O. The yield is 0.730. The product is [O:13]=[C:10]1[N:9]([CH2:20][C:21]([O:23][CH2:24][CH3:25])=[O:22])[C:8]2[CH:14]=[C:4]([O:3][C:2]([F:1])([F:15])[F:16])[CH:5]=[CH:6][C:7]=2[O:12][CH2:11]1. The catalyst is O1CCCC1.CC#N.O. (7) The reactants are [N:1]1[C:8]([Cl:9])=[N:7][C:5](Cl)=[N:4][C:2]=1[Cl:3].[CH3:10][CH:11]1[CH2:16][O:15][CH2:14][CH:13]([CH3:17])[NH:12]1. No catalyst specified. The product is [Cl:9][C:8]1[N:1]=[C:2]([Cl:3])[N:4]=[C:5]([N:12]2[CH:13]([CH3:17])[CH2:14][O:15][CH2:16][CH:11]2[CH3:10])[N:7]=1. The yield is 0.350. (8) The product is [N+:1]([C:4]1[C:5]([C:9]([O:11][CH3:16])=[O:10])=[N:6][NH:7][CH:8]=1)([O-:3])=[O:2]. No catalyst specified. The yield is 0.910. The reactants are [N+:1]([C:4]1[C:5]([C:9]([OH:11])=[O:10])=[N:6][NH:7][CH:8]=1)([O-:3])=[O:2].S(Cl)(Cl)=O.[CH3:16]O. (9) The reactants are [NH2:1][C@H:2]1[CH2:6][CH2:5][N:4]([CH2:7][CH2:8][C@@H:9]2[CH2:13][S:12][C:11]([C:14]3[NH:15][C:16]4[C:21]([CH:22]=3)=[CH:20][C:19]([Cl:23])=[CH:18][C:17]=4[NH:24][CH:25]3[CH2:30][CH2:29][O:28][CH2:27][CH2:26]3)=[N:10]2)[CH2:3]1.C(N(C(C)C)CC)(C)C.[C:40](Cl)(=[O:42])[CH3:41].O. The catalyst is ClCCl. The product is [Cl:23][C:19]1[CH:20]=[C:21]2[C:16](=[C:17]([NH:24][CH:25]3[CH2:30][CH2:29][O:28][CH2:27][CH2:26]3)[CH:18]=1)[NH:15][C:14]([C:11]1[S:12][CH2:13][C@@H:9]([CH2:8][CH2:7][N:4]3[CH2:5][CH2:6][C@H:2]([NH:1][C:40](=[O:42])[CH3:41])[CH2:3]3)[N:10]=1)=[CH:22]2. The yield is 0.420.